From a dataset of Catalyst prediction with 721,799 reactions and 888 catalyst types from USPTO. Predict which catalyst facilitates the given reaction. (1) Reactant: C(N1[C:9]2=[N:10][CH:11]=[C:12]([N+]([O-])=O)[CH:13]=[C:8]2[C:7]([C:17](O)=O)=C1)(C)(C)C.CC(C)[N:22]=C=NC(C)C.CCN(C(C)C)C(C)C.N1C2C(=CC=CN=2)C=C1. Product: [NH:22]1[C:7]2[C:8](=[CH:13][CH:12]=[CH:11][CH:17]=2)[CH:9]=[N:10]1. The catalyst class is: 59. (2) Reactant: N1CCNCCNCC1.[C:10]1(C)[CH:15]=CC(S(Cl)(=O)=O)=C[CH:11]=1.[C:21]1([CH3:49])[CH:26]=[CH:25][C:24]([S:27]([N:30]2[CH2:38][CH2:37][NH:36][CH2:35][CH2:34][N:33]([S:39]([C:42]3[CH:47]=[CH:46][C:45]([CH3:48])=[CH:44][CH:43]=3)(=[O:41])=[O:40])[CH2:32][CH2:31]2)(=[O:29])=[O:28])=[CH:23][CH:22]=1.ICCCI.C(=O)([O-])[O-].[K+].[K+]. Product: [C:21]1([CH3:49])[CH:26]=[CH:25][C:24]([S:27]([N:30]2[CH2:38][CH2:37][NH:36][CH2:35][CH2:34][N:33]([S:39]([C:42]3[CH:47]=[CH:46][C:45]([CH3:48])=[CH:44][CH:43]=3)(=[O:40])=[O:41])[CH2:32][CH2:31]2)(=[O:29])=[O:28])=[CH:23][CH:22]=1.[CH3:11][CH2:10][CH3:15].[C:21]1([CH3:49])[CH:26]=[CH:25][C:24]([S:27]([N:30]2[CH2:38][CH2:37][NH:36][CH2:35][CH2:34][N:33]([S:39]([C:42]3[CH:47]=[CH:46][C:45]([CH3:48])=[CH:44][CH:43]=3)(=[O:40])=[O:41])[CH2:32][CH2:31]2)(=[O:29])=[O:28])=[CH:23][CH:22]=1. The catalyst class is: 10. (3) Product: [CH:14](=[N:1][C@@H:2]([CH:3]([CH3:5])[CH3:4])[CH2:6][OH:7])[C:15]1[CH:20]=[CH:19][CH:18]=[CH:17][CH:16]=1. Reactant: [NH2:1][C@H:2]([CH2:6][OH:7])[CH:3]([CH3:5])[CH3:4].S([O-])([O-])(=O)=O.[Mg+2].[CH:14](=O)[C:15]1[CH:20]=[CH:19][CH:18]=[CH:17][CH:16]=1. The catalyst class is: 4. (4) Reactant: [Cl:1][C:2]1[CH:7]=[CH:6][C:5]([CH2:8][C:9]([O:11][CH3:12])=[O:10])=[C:4]([C:13]([F:16])([F:15])[F:14])[CH:3]=1.[Cl:17][CH2:18][CH2:19][CH2:20]I.[H-].[Na+].C(OCC)(=O)C. Product: [Cl:17][CH2:18][CH2:19][CH2:20][CH:8]([C:5]1[CH:6]=[CH:7][C:2]([Cl:1])=[CH:3][C:4]=1[C:13]([F:14])([F:15])[F:16])[C:9]([O:11][CH3:12])=[O:10]. The catalyst class is: 7. (5) Reactant: [Cl:1][C:2]1[C:11]2[C:6](=[CH:7][CH:8]=[CH:9][CH:10]=2)[C:5]([CH2:12][C:13]2[CH:14]=[N:15][C:16]([O:19]C)=[CH:17][CH:18]=2)=[CH:4][N:3]=1.[Si](I)(C)(C)C.CCOC(C)=O.C([O-])(O)=O.[Na+]. Product: [Cl:1][C:2]1[C:11]2[C:6](=[CH:7][CH:8]=[CH:9][CH:10]=2)[C:5]([CH2:12][C:13]2[CH:14]=[N:15][C:16]([OH:19])=[CH:17][CH:18]=2)=[CH:4][N:3]=1. The catalyst class is: 22.